Dataset: Catalyst prediction with 721,799 reactions and 888 catalyst types from USPTO. Task: Predict which catalyst facilitates the given reaction. Reactant: F[C:2]1[CH:3]=[C:4]([CH:7]=[CH:8][CH:9]=1)[C:5]#[N:6].[OH:10][C:11]1[CH:16]=[CH:15][C:14]([CH2:17][NH:18][C:19](=[O:27])[C:20]2[CH:25]=[CH:24][CH:23]=[N:22][C:21]=2[NH2:26])=[CH:13][CH:12]=1.C(=O)([O-])[O-].[Cs+].[Cs+].Cl. Product: [C:5]([C:4]1[CH:3]=[C:2]([O:10][C:11]2[CH:12]=[CH:13][C:14]([CH2:17][NH:18][C:19](=[O:27])[C:20]3[CH:25]=[CH:24][CH:23]=[N:22][C:21]=3[NH2:26])=[CH:15][CH:16]=2)[CH:9]=[CH:8][CH:7]=1)#[N:6]. The catalyst class is: 3.